This data is from Forward reaction prediction with 1.9M reactions from USPTO patents (1976-2016). The task is: Predict the product of the given reaction. (1) Given the reactants [Cl:1][C:2]1[CH:7]=[CH:6][C:5]([C:8]([CH:20]2[CH2:24][CH2:23][CH2:22][CH2:21]2)([CH3:19])[C:9]([O:11][CH:12]2[CH2:17][CH2:16][N:15]([CH3:18])[CH2:14][CH2:13]2)=[O:10])=[CH:4][CH:3]=1.[I:25][CH3:26], predict the reaction product. The product is: [I-:25].[Cl:1][C:2]1[CH:7]=[CH:6][C:5]([C:8]([CH:20]2[CH2:21][CH2:22][CH2:23][CH2:24]2)([CH3:19])[C:9]([O:11][CH:12]2[CH2:17][CH2:16][N+:15]([CH3:26])([CH3:18])[CH2:14][CH2:13]2)=[O:10])=[CH:4][CH:3]=1. (2) Given the reactants [O:1]1[C:5]2[CH:6]=[CH:7][C:8]([C:10]3[O:14][N:13]=[CH:12][C:11]=3[CH2:15][CH2:16][C:17]([OH:19])=[O:18])=[CH:9][C:4]=2[O:3][CH2:2]1.S(=O)(=O)(O)O.[CH3:25]O, predict the reaction product. The product is: [O:1]1[C:5]2[CH:6]=[CH:7][C:8]([C:10]3[O:14][N:13]=[CH:12][C:11]=3[CH2:15][CH2:16][C:17]([O:19][CH3:25])=[O:18])=[CH:9][C:4]=2[O:3][CH2:2]1. (3) The product is: [NH2:23][C:20]1[CH:21]=[CH:22][C:17](/[CH:16]=[CH:15]/[CH:14]=[CH:13]/[C:11]2[S:12][C:8]3[CH:7]=[C:6]([O:5][CH3:4])[C:27]([OH:28])=[CH:26][C:9]=3[N:10]=2)=[CH:18][CH:19]=1. Given the reactants CCO.[CH3:4][O:5][C:6]1[C:27]([OH:28])=[CH:26][C:9]2[N:10]=[C:11](/[CH:13]=[CH:14]/[CH:15]=[CH:16]/[C:17]3[CH:22]=[CH:21][C:20]([N+:23]([O-])=O)=[CH:19][CH:18]=3)[S:12][C:8]=2[CH:7]=1.[NH4+].[Cl-], predict the reaction product. (4) The product is: [Cl:41][C:32]1[C:33]([C:37]([F:38])([F:39])[F:40])=[CH:34][CH:35]=[CH:36][C:31]=1[CH2:30][N:15]([CH2:16][CH:17]([C:18]1[CH:23]=[CH:22][CH:21]=[CH:20][CH:19]=1)[C:24]1[CH:25]=[CH:26][CH:27]=[CH:28][CH:29]=1)[CH2:14][C@@H:13]([CH3:42])[CH2:12][O:11][C:7]1[CH:6]=[C:5]([CH2:4][CH2:3][OH:2])[CH:10]=[CH:9][CH:8]=1. Given the reactants C[O:2][C:3](=O)[CH2:4][C:5]1[CH:10]=[CH:9][CH:8]=[C:7]([O:11][CH2:12][C@H:13]([CH3:42])[CH2:14][N:15]([CH2:30][C:31]2[CH:36]=[CH:35][CH:34]=[C:33]([C:37]([F:40])([F:39])[F:38])[C:32]=2[Cl:41])[CH2:16][CH:17]([C:24]2[CH:29]=[CH:28][CH:27]=[CH:26][CH:25]=2)[C:18]2[CH:23]=[CH:22][CH:21]=[CH:20][CH:19]=2)[CH:6]=1.COC(=O)C, predict the reaction product. (5) Given the reactants [F:1][C:2]1[CH:3]=[C:4]([C:8]2[CH:9]=[C:10]([CH:23]=[C:24]([CH3:26])[CH:25]=2)[C:11]([NH:13][C:14]2[C:19]([CH3:20])=[CH:18][CH:17]=[C:16]([OH:21])[C:15]=2[CH3:22])=O)[CH:5]=[CH:6][CH:7]=1, predict the reaction product. The product is: [F:1][C:2]1[CH:3]=[C:4]([C:8]2[CH:9]=[C:10]([CH2:11][NH:13][C:14]3[C:15]([CH3:22])=[C:16]([OH:21])[CH:17]=[CH:18][C:19]=3[CH3:20])[CH:23]=[C:24]([CH3:26])[CH:25]=2)[CH:5]=[CH:6][CH:7]=1. (6) Given the reactants [CH3:1][O:2][CH:3]=[CH:4][C:5]1[CH:14]=[CH:13][C:8]([C:9]([O:11][CH3:12])=[O:10])=[CH:7][CH:6]=1.[OH2:15].[C:16]1(C)C=CC(S(O)(=O)=O)=CC=1, predict the reaction product. The product is: [CH3:16][O:15][CH:3]([O:2][CH3:1])[CH2:4][C:5]1[CH:14]=[CH:13][C:8]([C:9]([O:11][CH3:12])=[O:10])=[CH:7][CH:6]=1.